Regression. Given a peptide amino acid sequence and an MHC pseudo amino acid sequence, predict their binding affinity value. This is MHC class I binding data. From a dataset of Peptide-MHC class I binding affinity with 185,985 pairs from IEDB/IMGT. (1) The peptide sequence is CPTLKKGFL. The MHC is HLA-B57:01 with pseudo-sequence HLA-B57:01. The binding affinity (normalized) is 0.0847. (2) The peptide sequence is KSLDNYQEW. The MHC is HLA-B15:01 with pseudo-sequence HLA-B15:01. The binding affinity (normalized) is 0.0847.